Predict the product of the given reaction. From a dataset of Forward reaction prediction with 1.9M reactions from USPTO patents (1976-2016). (1) Given the reactants [ClH:1].C([S:5][C@@H:6]1[CH2:11][CH2:10][N:9]([CH:12]([C:17]2[CH:22]=[CH:21][CH:20]=[CH:19][C:18]=2[F:23])[C:13]([O:15][CH3:16])=[O:14])[CH2:8]/[C:7]/1=[CH:24]\[C:25]1[CH:29]=[CH:28][N:27]([CH2:30][CH2:31][C:32]([O:34][CH2:35][CH3:36])=[O:33])[N:26]=1)(=O)C, predict the reaction product. The product is: [ClH:1].[F:23][C:18]1[CH:19]=[CH:20][CH:21]=[CH:22][C:17]=1[CH:12]([N:9]1[CH2:10][CH2:11][C@@H:6]([SH:5])/[C:7](=[CH:24]/[C:25]2[CH:29]=[CH:28][N:27]([CH2:30][CH2:31][C:32]([O:34][CH2:35][CH3:36])=[O:33])[N:26]=2)/[CH2:8]1)[C:13]([O:15][CH3:16])=[O:14]. (2) The product is: [F:1][C:2]1[CH:7]=[CH:6][C:5]([N:8]2[CH:12]=[C:11]([O:13][CH3:14])[C:10]([C:15]([Cl:20])=[O:17])=[N:9]2)=[CH:4][CH:3]=1. Given the reactants [F:1][C:2]1[CH:7]=[CH:6][C:5]([N:8]2[CH:12]=[C:11]([O:13][CH3:14])[C:10]([C:15]([OH:17])=O)=[N:9]2)=[CH:4][CH:3]=1.S(Cl)([Cl:20])=O, predict the reaction product.